Dataset: Forward reaction prediction with 1.9M reactions from USPTO patents (1976-2016). Task: Predict the product of the given reaction. (1) Given the reactants [C:1]1(=[O:11])[O:6][C:4](=O)[C:3]2=[CH:7][CH:8]=[CH:9][CH:10]=[C:2]12.[NH2:12][CH2:13][CH2:14][S:15][CH2:16][CH2:17][OH:18], predict the reaction product. The product is: [OH:18][CH2:17][CH2:16][S:15][CH2:14][CH2:13][N:12]1[C:1](=[O:11])[C:2]2=[CH:10][CH:9]=[CH:8][CH:7]=[C:3]2[C:4]1=[O:6]. (2) Given the reactants C(OC([N:8]1[C@@H:12]([CH2:13][CH2:14][C:15]2[CH:20]=[CH:19][C:18]([NH:21][C:22]3[CH:27]=[CH:26][C:25]([C:28]([F:31])([F:30])[F:29])=[CH:24][N:23]=3)=[CH:17][CH:16]=2)[CH2:11][O:10]C1(C)C)=O)(C)(C)C.O.FC(F)(F)C(O)=O, predict the reaction product. The product is: [NH2:8][C@@H:12]([CH2:13][CH2:14][C:15]1[CH:16]=[CH:17][C:18]([NH:21][C:22]2[CH:27]=[CH:26][C:25]([C:28]([F:31])([F:29])[F:30])=[CH:24][N:23]=2)=[CH:19][CH:20]=1)[CH2:11][OH:10].